From a dataset of NCI-60 drug combinations with 297,098 pairs across 59 cell lines. Regression. Given two drug SMILES strings and cell line genomic features, predict the synergy score measuring deviation from expected non-interaction effect. Drug 1: CC(C1=C(C=CC(=C1Cl)F)Cl)OC2=C(N=CC(=C2)C3=CN(N=C3)C4CCNCC4)N. Drug 2: CC1=C2C(C(=O)C3(C(CC4C(C3C(C(C2(C)C)(CC1OC(=O)C(C(C5=CC=CC=C5)NC(=O)C6=CC=CC=C6)O)O)OC(=O)C7=CC=CC=C7)(CO4)OC(=O)C)O)C)OC(=O)C. Cell line: IGROV1. Synergy scores: CSS=36.8, Synergy_ZIP=5.06, Synergy_Bliss=5.11, Synergy_Loewe=-12.5, Synergy_HSA=5.39.